Dataset: Peptide-MHC class II binding affinity with 134,281 pairs from IEDB. Task: Regression. Given a peptide amino acid sequence and an MHC pseudo amino acid sequence, predict their binding affinity value. This is MHC class II binding data. (1) The peptide sequence is EKKYFNATQFEPLAA. The MHC is HLA-DQA10501-DQB10201 with pseudo-sequence HLA-DQA10501-DQB10201. The binding affinity (normalized) is 0.356. (2) The peptide sequence is DQEVPEKPDSVTPMIL. The MHC is DRB5_0101 with pseudo-sequence DRB5_0101. The binding affinity (normalized) is 0. (3) The binding affinity (normalized) is 0.497. The peptide sequence is VLEWRFDSRLAFHHV. The MHC is DRB1_1501 with pseudo-sequence DRB1_1501. (4) The peptide sequence is LSSKFNKFVSPKSVS. The MHC is DRB1_0301 with pseudo-sequence DRB1_0301. The binding affinity (normalized) is 0.220. (5) The peptide sequence is RIDTPDKLTGPFTVR. The MHC is HLA-DPA10103-DPB10201 with pseudo-sequence HLA-DPA10103-DPB10201. The binding affinity (normalized) is 0.0690. (6) The peptide sequence is NLMGKTLILLETFVR. The MHC is DRB1_0802 with pseudo-sequence DRB1_0802. The binding affinity (normalized) is 0.540. (7) The peptide sequence is GAGKTRRFLPQILAE. The MHC is HLA-DQA10601-DQB10402 with pseudo-sequence HLA-DQA10601-DQB10402. The binding affinity (normalized) is 0.458.